This data is from Reaction yield outcomes from USPTO patents with 853,638 reactions. The task is: Predict the reaction yield, written as a fraction of the theoretical maximum amount of product (1.0 means a 100% yield; for example, 0.34 means a 34% yield). (1) The reactants are [CH2:1]([O:8][C:9]1[CH:17]=[C:16]([F:18])[CH:15]=[C:14]2[C:10]=1[C:11]([C:19](=O)[C:20](OC)=[O:21])=[CH:12][NH:13]2)[C:2]1[CH:7]=[CH:6][CH:5]=[CH:4][CH:3]=1.[H-].[H-].[H-].[H-].[Li+].[Al+3]. The catalyst is O1CCOCC1. The product is [CH2:1]([O:8][C:9]1[CH:17]=[C:16]([F:18])[CH:15]=[C:14]2[C:10]=1[C:11]([CH2:19][CH2:20][OH:21])=[CH:12][NH:13]2)[C:2]1[CH:3]=[CH:4][CH:5]=[CH:6][CH:7]=1. The yield is 0.390. (2) The reactants are [C:1]([NH:9][C:10]1[CH:15]=[CH:14][C:13]([C:16]2[CH:24]=[C:23]3[C:19]([CH2:20][N:21]([C@@H:26]([CH:31]([CH3:33])[CH3:32])[C:27]([O:29][CH3:30])=[O:28])[C:22]3=[O:25])=[CH:18][CH:17]=2)=[CH:12][CH:11]=1)(=[O:8])[C:2]1[CH:7]=[CH:6][CH:5]=[CH:4][CH:3]=1.N[C:35]1[CH:40]=CC(C2C=C3C(CN([C@@H](C(C)C)C(OC)=O)C3=O)=CC=2)=C[CH:36]=1.C(C1C=CC(C(Cl)=O)=CC=1)CC. The yield is 0.910. No catalyst specified. The product is [CH3:32][CH:31]([CH3:33])[C@H:26]([N:21]1[CH2:20][C:19]2[C:23](=[CH:24][C:16]([C:13]3[CH:12]=[CH:11][C:10]([NH:9][C:1](=[O:8])[C:2]4[CH:3]=[CH:4][C:5]([CH2:36][CH2:35][CH3:40])=[CH:6][CH:7]=4)=[CH:15][CH:14]=3)=[CH:17][CH:18]=2)[C:22]1=[O:25])[C:27]([O:29][CH3:30])=[O:28]. (3) The catalyst is C(=O)([O-])[O-].[Na+].[Na+].C1C=CC(P(C2C=CC=CC=2)C2C=CC=CC=2)=CC=1.C1C=CC(P(C2C=CC=CC=2)C2C=CC=CC=2)=CC=1.C1C=CC(P(C2C=CC=CC=2)C2C=CC=CC=2)=CC=1.C1C=CC(P(C2C=CC=CC=2)C2C=CC=CC=2)=CC=1.[Pd].O. The product is [C:2]1([C:20]2[CH:25]=[CH:24][CH:23]=[CH:22][CH:21]=2)[CH:7]=[CH:6][C:5]([CH:8]2[C:12]3[C:13]([CH3:19])=[CH:14][C:15]([CH3:18])=[C:16]([CH3:17])[C:11]=3[O:10][CH2:9]2)=[CH:4][CH:3]=1. The yield is 0.760. The reactants are Br[C:2]1[CH:7]=[CH:6][C:5]([CH:8]2[C:12]3[C:13]([CH3:19])=[CH:14][C:15]([CH3:18])=[C:16]([CH3:17])[C:11]=3[O:10][CH2:9]2)=[CH:4][CH:3]=1.[C:20]1(B(O)O)[CH:25]=[CH:24][CH:23]=[CH:22][CH:21]=1.C(O)C.C1(C)C=CC=CC=1.